From a dataset of Reaction yield outcomes from USPTO patents with 853,638 reactions. Predict the reaction yield, written as a fraction of the theoretical maximum amount of product (1.0 means a 100% yield; for example, 0.34 means a 34% yield). (1) The yield is 0.860. The catalyst is C1COCC1.CO.[Pd]. The product is [NH2:1][C:4]1[CH:5]=[CH:6][C:7]([N:10]2[CH2:11][CH2:12][N:13]([C:16]([C:18]3[CH:23]=[CH:22][CH:21]=[CH:20][C:19]=3[C:24]([F:27])([F:26])[F:25])=[O:17])[CH2:14][CH2:15]2)=[N:8][CH:9]=1. The reactants are [N+:1]([C:4]1[CH:5]=[CH:6][C:7]([N:10]2[CH2:15][CH2:14][N:13]([C:16]([C:18]3[CH:23]=[CH:22][CH:21]=[CH:20][C:19]=3[C:24]([F:27])([F:26])[F:25])=[O:17])[CH2:12][CH2:11]2)=[N:8][CH:9]=1)([O-])=O.[H][H]. (2) The reactants are [F:1][C:2]([F:42])([F:41])[C:3]1[CH:4]=[C:5]([C@H:13]([N:15]([CH3:40])[C:16]([N:18]2[CH2:31][CH2:30][C@:21]3([NH:25][C@H:24]([C:26]([O:28]C)=O)[CH2:23][CH2:22]3)[CH2:20][C@@H:19]2[C:32]2[CH:37]=[CH:36][C:35]([F:38])=[CH:34][C:33]=2[CH3:39])=[O:17])[CH3:14])[CH:6]=[C:7]([C:9]([F:12])([F:11])[F:10])[CH:8]=1.CCOC(C)=O.C(Cl)Cl.[NH3:52]. The catalyst is CO. The product is [F:10][C:9]([F:12])([F:11])[C:7]1[CH:6]=[C:5]([C@H:13]([N:15]([CH3:40])[C:16]([N:18]2[CH2:31][CH2:30][C@:21]3([NH:25][C@H:24]([C:26]([NH2:52])=[O:28])[CH2:23][CH2:22]3)[CH2:20][C@@H:19]2[C:32]2[CH:37]=[CH:36][C:35]([F:38])=[CH:34][C:33]=2[CH3:39])=[O:17])[CH3:14])[CH:4]=[C:3]([C:2]([F:1])([F:41])[F:42])[CH:8]=1. The yield is 0.960. (3) The reactants are [N:1]1[CH:6]=[CH:5][C:4]([N:7]2[CH2:16][CH2:15][C:10]3([CH2:14][NH:13][CH2:12][CH2:11]3)[CH2:9][CH2:8]2)=[CH:3][CH:2]=1.CCN(C(C)C)C(C)C.[N+](C1C=CC([O:35][C:36]([N:38]2[CH2:43][CH2:42][CH:41]([O:44][CH2:45][C:46]([O:48][CH2:49][CH3:50])=[O:47])[C:40](=O)[CH2:39]2)=O)=CC=1)([O-])=O. The catalyst is CN(C=O)C. The product is [N:1]1[CH:2]=[CH:3][C:4]([N:7]2[CH2:16][CH2:15][C:10]3([CH2:14][N:13]([C:36]([N:38]4[CH2:43][CH2:42][CH:41]([O:44][CH2:45][C:46]([O:48][CH2:49][CH3:50])=[O:47])[CH2:40][CH2:39]4)=[O:35])[CH2:12][CH2:11]3)[CH2:9][CH2:8]2)=[CH:5][CH:6]=1. The yield is 0.0960. (4) The reactants are [CH3:1][C:2]1[C:3]([C:11]2[S:12][CH:13]=[CH:14][CH:15]=2)=[N:4][O:5][C:6]=1[C:7]([F:10])([F:9])[F:8].[CH3:16][O:17][C:18]1[CH:26]=[CH:25][CH:24]=[CH:23][C:19]=1[C:20](Cl)=[O:21]. No catalyst specified. The product is [CH3:16][O:17][C:18]1[CH:26]=[CH:25][CH:24]=[CH:23][C:19]=1[C:20]([C:13]1[S:12][C:11]([C:3]2[C:2]([CH3:1])=[C:6]([C:7]([F:8])([F:10])[F:9])[O:5][N:4]=2)=[CH:15][CH:14]=1)=[O:21]. The yield is 0.540. (5) The reactants are [F:1][C:2]1[CH:10]=[CH:9][C:5]([C:6]([OH:8])=[O:7])=[CH:4][C:3]=1[OH:11].[C:12](OC(O[C:12]([CH3:15])([CH3:14])[CH3:13])N(C)C)([CH3:15])([CH3:14])[CH3:13]. The catalyst is C1(C)C=CC=CC=1. The product is [F:1][C:2]1[CH:10]=[CH:9][C:5]([C:6]([O:8][C:12]([CH3:15])([CH3:14])[CH3:13])=[O:7])=[CH:4][C:3]=1[OH:11]. The yield is 0.440. (6) The reactants are [Br:1][C:2]1[CH:3]=[CH:4][C:5]2[C:6]3[CH2:14][N:13]([C:15]([O:17][C:18]([CH3:21])([CH3:20])[CH3:19])=[O:16])[CH2:12][CH2:11][C:7]=3[NH:8][C:9]=2[CH:10]=1.[H-].[Na+].[CH3:24][CH:25]([Si:27](Cl)([CH:31]([CH3:33])[CH3:32])[CH:28]([CH3:30])[CH3:29])[CH3:26].O. The catalyst is CN(C=O)C. The product is [Br:1][C:2]1[CH:3]=[CH:4][C:5]2[C:6]3[CH2:14][N:13]([C:15]([O:17][C:18]([CH3:21])([CH3:20])[CH3:19])=[O:16])[CH2:12][CH2:11][C:7]=3[N:8]([Si:27]([CH:31]([CH3:33])[CH3:32])([CH:28]([CH3:30])[CH3:29])[CH:25]([CH3:26])[CH3:24])[C:9]=2[CH:10]=1. The yield is 0.610.